Dataset: Catalyst prediction with 721,799 reactions and 888 catalyst types from USPTO. Task: Predict which catalyst facilitates the given reaction. (1) Reactant: [OH:1][C:2]1[CH:11]=[C:10]2[C:5]([C:6]([S:12][CH3:13])=[N:7][CH:8]=[N:9]2)=[CH:4][CH:3]=1.[Br:14][CH2:15][CH2:16]Br.C(=O)([O-])[O-].[K+].[K+]. Product: [Br:14][CH2:15][CH2:16][O:1][C:2]1[CH:11]=[C:10]2[C:5]([C:6]([S:12][CH3:13])=[N:7][CH:8]=[N:9]2)=[CH:4][CH:3]=1. The catalyst class is: 9. (2) Reactant: [Br:1][C:2]1[CH:3]=[C:4]([CH:7]=[CH:8][CH:9]=1)[CH:5]=[O:6].CC1C=CC(S(O)(=O)=O)=CC=1.[CH2:21](O)[CH2:22][OH:23]. Product: [Br:1][C:2]1[CH:3]=[C:4]([CH:5]2[O:23][CH2:22][CH2:21][O:6]2)[CH:7]=[CH:8][CH:9]=1. The catalyst class is: 11. (3) Reactant: [CH:1]1([CH:7]([NH:19][C:20]2[CH:25]=[CH:24][C:23]([C:26]([NH:28][CH2:29][CH2:30][C:31]([O:33]CC)=[O:32])=[O:27])=[CH:22][CH:21]=2)[C:8]2[O:9][C:10]3[CH:17]=[C:16]([F:18])[CH:15]=[CH:14][C:11]=3[C:12]=2[CH3:13])[CH2:6][CH2:5][CH2:4][CH2:3][CH2:2]1.O1CCCC1.[OH-].[Na+]. Product: [CH:1]1([CH:7]([NH:19][C:20]2[CH:21]=[CH:22][C:23]([C:26]([NH:28][CH2:29][CH2:30][C:31]([OH:33])=[O:32])=[O:27])=[CH:24][CH:25]=2)[C:8]2[O:9][C:10]3[CH:17]=[C:16]([F:18])[CH:15]=[CH:14][C:11]=3[C:12]=2[CH3:13])[CH2:6][CH2:5][CH2:4][CH2:3][CH2:2]1. The catalyst class is: 8. (4) Reactant: [Cl:1][C:2]1[CH:7]=[C:6]([O:8][CH3:9])[CH:5]=[CH:4][C:3]=1[C:10]1[N:11]=[C:12]([N:16]([C:20]2[CH:25]=[C:24](C(O)=O)[CH:23]=[CH:22][C:21]=2[O:29][CH3:30])[CH2:17][CH2:18][CH3:19])[S:13][C:14]=1[CH3:15].[C:31]([O-:34])([O-])=O.[Cs+].[Cs+].[CH2:37](I)[CH3:38].CN(C)C=[O:43]. Product: [ClH:1].[Cl:1][C:2]1[CH:7]=[C:6]([O:8][CH3:9])[CH:5]=[CH:4][C:3]=1[C:10]1[N:11]=[C:12]([N:16]([C:20]2[CH:21]([O:29][CH3:30])[C:22](=[C:31]=[O:34])[CH:23]=[C:24]([O:43][CH2:37][CH3:38])[CH:25]=2)[CH2:17][CH2:18][CH3:19])[S:13][C:14]=1[CH3:15]. The catalyst class is: 13. (5) The catalyst class is: 4. Reactant: F[B-](F)(F)F.[CH3:6][O+:7]([CH3:9])C.[CH3:10][C:11]1[NH:16]C(=O)[CH:14]=[CH:13][CH:12]=1.[OH-].[Na+]. Product: [CH3:6][O:7][C:9]1[CH:14]=[CH:13][CH:12]=[C:11]([CH3:10])[N:16]=1.